This data is from Peptide-MHC class I binding affinity with 185,985 pairs from IEDB/IMGT. The task is: Regression. Given a peptide amino acid sequence and an MHC pseudo amino acid sequence, predict their binding affinity value. This is MHC class I binding data. (1) The peptide sequence is KLINTLFHA. The MHC is HLA-B15:17 with pseudo-sequence HLA-B15:17. The binding affinity (normalized) is 0.0847. (2) The peptide sequence is RSPWDEWV. The MHC is Mamu-A01 with pseudo-sequence Mamu-A01. The binding affinity (normalized) is 0.279. (3) The peptide sequence is VIRNEVNDT. The MHC is HLA-A02:03 with pseudo-sequence HLA-A02:03. The binding affinity (normalized) is 0.380. (4) The peptide sequence is PISDYSAEV. The MHC is HLA-A02:01 with pseudo-sequence HLA-A02:01. The binding affinity (normalized) is 0.357. (5) The peptide sequence is RRCPHHERC. The binding affinity (normalized) is 0.0847. The MHC is HLA-B08:03 with pseudo-sequence HLA-B08:03. (6) The peptide sequence is ELANEVKVLL. The MHC is HLA-A02:02 with pseudo-sequence HLA-A02:02. The binding affinity (normalized) is 0.739.